This data is from HIV replication inhibition screening data with 41,000+ compounds from the AIDS Antiviral Screen. The task is: Binary Classification. Given a drug SMILES string, predict its activity (active/inactive) in a high-throughput screening assay against a specified biological target. (1) The drug is C=C(COCO)C(C)=O. The result is 0 (inactive). (2) The drug is COc1ccc(-c2ccccc2)cc1SSc1cc(-c2ccccc2)ccc1OC. The result is 0 (inactive). (3) The drug is COC1=C(C)C(=O)c2nccc(C)c2C1=O. The result is 0 (inactive). (4) The compound is CCC1c2c(cc(O)nc2O)C(=O)N1C. The result is 0 (inactive).